Dataset: Reaction yield outcomes from USPTO patents with 853,638 reactions. Task: Predict the reaction yield, written as a fraction of the theoretical maximum amount of product (1.0 means a 100% yield; for example, 0.34 means a 34% yield). (1) No catalyst specified. The reactants are C([C:3]1[C:4](=[O:33])[N:5]([CH2:25][CH2:26][C:27]2[CH:32]=[CH:31][CH:30]=[CH:29][CH:28]=2)[C:6]([C:10]2[CH:15]=[CH:14][CH:13]=[C:12]([F:16])[C:11]=2[O:17]CC2C=CC=CC=2)=[N:7][C:8]=1C)=C.B1C2CCCC1CCC2.[OH-].[Na+].OO.[CH2:47]1[CH2:51][O:50][CH2:49][CH2:48]1. The yield is 0.570. The product is [F:16][C:12]1[C:11]([OH:17])=[C:10]([C:6]2[N:5]([CH2:25][CH2:26][C:27]3[CH:28]=[CH:29][CH:30]=[CH:31][CH:32]=3)[C:4](=[O:33])[C:48]([CH2:47][CH2:51][O:50][CH3:49])=[C:8]([CH3:3])[N:7]=2)[CH:15]=[CH:14][CH:13]=1. (2) The reactants are [NH3:1].[Br:2][C:3]1[CH:4]=[C:5]([O:10][C:11]2[C:16]([F:17])=[C:15]([CH2:18]Br)[CH:14]=[CH:13][C:12]=2[Cl:20])[CH:6]=[C:7]([Cl:9])[CH:8]=1. The catalyst is C(Cl)Cl. The product is [Br:2][C:3]1[CH:4]=[C:5]([O:10][C:11]2[C:16]([F:17])=[C:15]([CH2:18][NH2:1])[CH:14]=[CH:13][C:12]=2[Cl:20])[CH:6]=[C:7]([Cl:9])[CH:8]=1. The yield is 0.870. (3) The reactants are Br[CH2:2][C:3]1[O:4][C:5](=[O:9])[O:6][C:7]=1[CH3:8].C(O)=[O:11].C([O-])=O.Cl. The catalyst is CC#N.CO. The product is [OH:11][CH2:2][C:3]1[O:4][C:5](=[O:9])[O:6][C:7]=1[CH3:8]. The yield is 0.690. (4) The reactants are Br[C:2]1[CH:7]=[CH:6][CH:5]=[C:4]([O:8][C:9]([F:12])([F:11])[F:10])[CH:3]=1.[Li]CCCC.CCCCCC.[F:24][C:25]([F:36])([F:35])[O:26][C:27]1[CH:28]=[C:29]([CH:32]=[CH:33][CH:34]=1)[C:30]#N.Cl.C([O:40]CC)C. The catalyst is O. The product is [F:10][C:9]([F:12])([F:11])[O:8][C:4]1[CH:3]=[C:2]([C:30]([C:29]2[CH:32]=[CH:33][CH:34]=[C:27]([O:26][C:25]([F:36])([F:35])[F:24])[CH:28]=2)=[O:40])[CH:7]=[CH:6][CH:5]=1. The yield is 0.900.